This data is from Full USPTO retrosynthesis dataset with 1.9M reactions from patents (1976-2016). The task is: Predict the reactants needed to synthesize the given product. (1) Given the product [N:1]([C:2]1[CH:9]=[CH:8][C:5]([C:6]#[N:7])=[C:4]([Cl:10])[C:3]=1[F:11])=[C:13]=[O:14], predict the reactants needed to synthesize it. The reactants are: [NH2:1][C:2]1[CH:9]=[CH:8][C:5]([C:6]#[N:7])=[C:4]([Cl:10])[C:3]=1[F:11].N(C1C2CCCCC=2C(C#N)=CC=1)=[C:13]=[O:14]. (2) Given the product [N:1]1[CH:6]=[CH:5][CH:4]=[C:3]([C:7]([C:9]2[CH:18]=[C:17]3[C:12]([CH:13]=[C:14]([C:23]([OH:25])=[O:24])[CH:15]([C:19]([F:21])([F:22])[F:20])[O:16]3)=[CH:11][CH:10]=2)=[O:8])[CH:2]=1, predict the reactants needed to synthesize it. The reactants are: [N:1]1[CH:6]=[CH:5][CH:4]=[C:3]([C:7]([C:9]2[CH:18]=[C:17]3[C:12]([CH:13]=[C:14]([C:23]([O:25]CC)=[O:24])[CH:15]([C:19]([F:22])([F:21])[F:20])[O:16]3)=[CH:11][CH:10]=2)=[O:8])[CH:2]=1.[OH-].[Na+].